This data is from Forward reaction prediction with 1.9M reactions from USPTO patents (1976-2016). The task is: Predict the product of the given reaction. Given the reactants Br[C:2]1[C:7]2[C:8]([C:15]3[CH:16]=[C:17]([CH:20]=[CH:21][CH:22]=3)[C:18]#[N:19])=[N:9][CH2:10][C:11](=[O:14])[N:12]([CH3:13])[C:6]=2[CH:5]=[C:4]([O:23][CH3:24])[C:3]=1[O:25][CH3:26].Br[C:28]1[C:38]2N(C)C(=O)CN=C([C:28]3[CH:38]=[C:32]([CH:31]=[CH:30][CH:29]=3)C#N)[C:32]=2[CH:31]=[C:30](OC)[C:29]=1OC, predict the reaction product. The product is: [CH3:26][O:25][C:3]1[C:4]([O:23][CH3:24])=[C:5]([C:28]2[CH:38]=[CH:32][CH:31]=[CH:30][CH:29]=2)[C:6]2[N:12]([CH3:13])[C:11](=[O:14])[CH2:10][N:9]=[C:8]([C:15]3[CH:16]=[C:17]([CH:20]=[CH:21][CH:22]=3)[C:18]#[N:19])[C:7]=2[CH:2]=1.